Predict the reactants needed to synthesize the given product. From a dataset of Full USPTO retrosynthesis dataset with 1.9M reactions from patents (1976-2016). Given the product [C:15]([C:6]1[N:7]=[C:8]([C:11]([F:14])([F:12])[F:13])[CH:9]=[CH:10][C:5]=1[C:4]([N:3]([O:2][CH3:1])[CH3:22])=[O:21])#[CH:16], predict the reactants needed to synthesize it. The reactants are: [CH3:1][O:2][N:3]([CH3:22])[C:4](=[O:21])[C:5]1[CH:10]=[CH:9][C:8]([C:11]([F:14])([F:13])[F:12])=[N:7][C:6]=1[C:15]#[C:16][Si](C)(C)C.[OH-].[Na+].